This data is from Experimentally validated miRNA-target interactions with 360,000+ pairs, plus equal number of negative samples. The task is: Binary Classification. Given a miRNA mature sequence and a target amino acid sequence, predict their likelihood of interaction. (1) The miRNA is cel-miR-233-3p with sequence UUGAGCAAUGCGCAUGUGCGGGA. The protein sequence of the target gene is MSGAARAGPARLAALALLTCSLWPTRADNASQEYYTALINVTVQEPGRGTPLTFRIDRGRYGLDSPKAEVRGQVLAPLPIHGVADHLGCDPQTRFFVPPNIKQWIALLQRGNCTFKEKISRAAFHNAVAVVIYNNKSKEEPVTMTHPGTGDIIAVMITELRGKDILSYLEKNISVQMTIAVGTRMPPKNFSRGSLVFVSISFIVLMIISSAWLIFYFIQKIRYTNARDRNQRRLGDAAKKAISKLTTRTVKKGDKETDPDFDHCAVCIESYKQNDVVRVLPCKHVFHKSCVDPWLSEHCT.... Result: 0 (no interaction). (2) The miRNA is hsa-miR-6870-3p with sequence GCUCAUCCCCAUCUCCUUUCAG. The protein sequence of the target gene is MTLLTFRDVAIEFSLEEWKCLDLAQQNLYRDVMLENYRNLFSVGLTVCKPGLITCLEQRKEPWNVKRQEAADGHPEMGFHHATQACLELLGSSDLPASASQSAGITGVNHRAQPGLNVSVDKFTALCSPGVLQTVKWFLEFRCIFSLAMSSHFTQDLLPEQGIQDAFPKRILRGYGNCGLDNLYLRKDWESLDECKLQKDYNGLNQCSSTTHSKIFQYNKYVKIFDNFSNLHRRNISNTGEKPFKCQECGKSFQMLSFLTEHQKIHTGKKFQKCGECGKTFIQCSHFTEPENIDTGEKPY.... Result: 1 (interaction). (3) The miRNA is hsa-miR-7977 with sequence UUCCCAGCCAACGCACCA. The protein sequence of the target gene is MGGAVSAGEDNDELIDNLKEAQYIRTDLVEQAFRAIDRADYYLEEFKENAYKDLAWKHGNIHLSAPCIYSEVMEALDLQPGLSFLNLGSGTGYLSSMVGLILGPFGVNHGVELHSDVTEYAKQKLDVFIRTSDSFDKFDFCEPSFVTGNCLEIAPDCCQYDRVYCGAGVQKEHEEYMKNLLKVGGILVMPLEEKLTKITRTGPSAWETKKILAVSFAPLVQPCRSESGQSRLVQLPPPAVRSLQDLARLAIRGSIKRAMRQEATRGGGLKNTPMFKRRRVRRRRMETIVFLDKEVFASRI.... Result: 0 (no interaction). (4) The miRNA is hsa-miR-4733-3p with sequence CCACCAGGUCUAGCAUUGGGAU. The protein sequence of the target gene is MLQTPESRGLPVPQAEGEKDGGHDGETRAPTASQERPKEELGAGREEGAAEPALTRKGARALAAKALARRRAYRRLNRTVAELVQFLLVKDKKKSPITRSEMVKYVIGDLKILFPDIIARAAEHLRYVFGFELKQFDRKHHTYILINKLKPLEEEEEEDLGGDGPRLGLLMMILGLIYMRGNSAREAQVWEMLRRLGVQPSKYHFLFGYPKRLIMEDFVQQRYLSYRRVPHTNPPEYEFSWGPRSNLEISKMEVLGFVAKLHKKEPQHWPVQYREALADEADRARAKARAEASMRARASA.... Result: 0 (no interaction).